Predict the product of the given reaction. From a dataset of Forward reaction prediction with 1.9M reactions from USPTO patents (1976-2016). Given the reactants [CH:1]1([N:5]2[CH2:11][CH2:10][C:9]3[CH:12]=[CH:13][C:14]([NH:16][C:17](=[O:25])[C:18]4[CH:23]=[CH:22][C:21](I)=[CH:20][CH:19]=4)=[CH:15][C:8]=3[CH2:7][CH2:6]2)[CH2:4][CH2:3][CH2:2]1.C(=O)([O-])[O-].[K+].[K+].CNCCNC.[S:38]1(=[O:44])(=[O:43])[CH2:42][CH2:41][CH2:40][NH:39]1, predict the reaction product. The product is: [CH:1]1([N:5]2[CH2:11][CH2:10][C:9]3[CH:12]=[CH:13][C:14]([NH:16][C:17](=[O:25])[C:18]4[CH:23]=[CH:22][C:21]([N:39]5[CH2:40][CH2:41][CH2:42][S:38]5(=[O:44])=[O:43])=[CH:20][CH:19]=4)=[CH:15][C:8]=3[CH2:7][CH2:6]2)[CH2:4][CH2:3][CH2:2]1.